From a dataset of Catalyst prediction with 721,799 reactions and 888 catalyst types from USPTO. Predict which catalyst facilitates the given reaction. Reactant: [K].[OH:2][C:3]1[CH:8]=[CH:7][C:6]([CH2:9][CH2:10][CH2:11][CH2:12][CH2:13][C:14]([CH3:19])([CH3:18])[C:15]([OH:17])=O)=[CH:5][C:4]=1[N:20]1[CH2:24][C:23](=[O:25])[NH:22][S:21]1(=[O:27])=[O:26].CC([O-])(C)C.[K+].[C:34](Cl)(=[O:41])[C:35]1[CH:40]=[CH:39][CH:38]=[CH:37][CH:36]=1. Product: [OH:17][CH2:15][C:14]([CH3:18])([CH3:19])[CH2:13][CH2:12][CH2:11][CH2:10][CH2:9][C:6]1[CH:7]=[CH:8][C:3]([O:2][C:34](=[O:41])[C:35]2[CH:40]=[CH:39][CH:38]=[CH:37][CH:36]=2)=[C:4]([N:20]2[CH2:24][C:23](=[O:25])[NH:22][S:21]2(=[O:26])=[O:27])[CH:5]=1. The catalyst class is: 18.